Dataset: Forward reaction prediction with 1.9M reactions from USPTO patents (1976-2016). Task: Predict the product of the given reaction. Given the reactants [OH:1][C@H:2]([C@@H:13]([OH:24])[C:14]([O:16]N1C(=O)CCC1=O)=[O:15])[C:3]([O:5]N1C(=O)CCC1=O)=O.[NH2:25][CH2:26][CH2:27][O:28][CH2:29][CH2:30][O:31][CH2:32][CH2:33][O:34][CH2:35][CH2:36][NH:37][S:38]([C:41]1[CH:46]=[CH:45][CH:44]=[C:43]([CH:47]2[C:56]3[C:51](=[C:52]([Cl:58])[CH:53]=[C:54]([Cl:57])[CH:55]=3)[CH2:50][N:49]([CH3:59])[CH2:48]2)[CH:42]=1)(=[O:40])=[O:39], predict the reaction product. The product is: [Cl:57][C:54]1[CH:55]=[C:56]2[C:51](=[C:52]([Cl:58])[CH:53]=1)[CH2:50][N:49]([CH3:59])[CH2:48][CH:47]2[C:43]1[CH:42]=[C:41]([S:38]([NH:37][CH2:36][CH2:35][O:34][CH2:33][CH2:32][O:31][CH2:30][CH2:29][O:28][CH2:27][CH2:26][NH:25][C:3](=[O:5])[C@H:2]([OH:1])[C@@H:13]([OH:24])[C:14]([OH:16])=[O:15])(=[O:39])=[O:40])[CH:46]=[CH:45][CH:44]=1.